Predict the reactants needed to synthesize the given product. From a dataset of Full USPTO retrosynthesis dataset with 1.9M reactions from patents (1976-2016). The reactants are: C[O:2][C:3](=[O:33])[CH2:4][C:5]1[CH:9]=[C:8]([C:10]([C:12]2[CH:20]=[C:19]3[C:15]([CH:16]=[C:17]([C:21]4[CH:26]=[CH:25][CH:24]=[CH:23][CH:22]=4)[NH:18]3)=[CH:14][CH:13]=2)=[O:11])[S:7][C:6]=1[C:27]1[CH:32]=[CH:31][CH:30]=[CH:29][CH:28]=1.[OH-].[Na+]. Given the product [C:27]1([C:6]2[S:7][C:8]([C:10]([C:12]3[CH:20]=[C:19]4[C:15]([CH:16]=[C:17]([C:21]5[CH:26]=[CH:25][CH:24]=[CH:23][CH:22]=5)[NH:18]4)=[CH:14][CH:13]=3)=[O:11])=[CH:9][C:5]=2[CH2:4][C:3]([OH:33])=[O:2])[CH:28]=[CH:29][CH:30]=[CH:31][CH:32]=1, predict the reactants needed to synthesize it.